Dataset: Forward reaction prediction with 1.9M reactions from USPTO patents (1976-2016). Task: Predict the product of the given reaction. Given the reactants [C:1]([OH:9])(=[O:8])[C:2]1[CH:7]=[CH:6][CH:5]=[N:4][CH:3]=1, predict the reaction product. The product is: [C:1]([O:9][CH2:1][CH2:2][CH2:7][CH3:6])(=[O:8])[C:2]1[CH:7]=[CH:6][CH:5]=[N:4][CH:3]=1.